This data is from Reaction yield outcomes from USPTO patents with 853,638 reactions. The task is: Predict the reaction yield, written as a fraction of the theoretical maximum amount of product (1.0 means a 100% yield; for example, 0.34 means a 34% yield). (1) The reactants are C(O[C:6](=O)[N:7]([CH2:9][CH2:10][CH:11]([C:18]1[CH:19]=[C:20]2[C:24](=[CH:25][CH:26]=1)[N:23]([S:27]([CH3:30])(=[O:29])=[O:28])[CH:22]=[CH:21]2)[C:12]1[CH:17]=[CH:16][CH:15]=[CH:14][CH:13]=1)C)(C)(C)C.C([SiH](CC)CC)C.C(O)(C(F)(F)F)=O. The catalyst is C(Cl)Cl. The product is [CH3:30][S:27]([N:23]1[C:24]2[C:20](=[CH:19][C:18]([CH:11]([C:12]3[CH:13]=[CH:14][CH:15]=[CH:16][CH:17]=3)[CH2:10][CH2:9][NH:7][CH3:6])=[CH:26][CH:25]=2)[CH:21]=[CH:22]1)(=[O:29])=[O:28]. The yield is 0.710. (2) The reactants are [Si:1]([O:8][CH2:9][CH2:10][C:11]([C:15]1[CH:20]=[CH:19][CH:18]=[CH:17][CH:16]=1)([OH:14])[CH2:12]O)([C:4]([CH3:7])([CH3:6])[CH3:5])([CH3:3])[CH3:2].C1(C)C=CC(S(Cl)(=O)=O)=CC=1.[CH2:32]([CH2:34][NH2:35])[OH:33].CCN(CC)CC.[C:43](O[C:43]([O:45][C:46]([CH3:49])([CH3:48])[CH3:47])=[O:44])([O:45][C:46]([CH3:49])([CH3:48])[CH3:47])=[O:44]. The catalyst is N1C=CC=CC=1.O. The product is [Si:1]([O:8][CH2:9][CH2:10][C:11]([OH:14])([C:15]1[CH:16]=[CH:17][CH:18]=[CH:19][CH:20]=1)[CH2:12][N:35]([CH2:34][CH2:32][OH:33])[C:43](=[O:44])[O:45][C:46]([CH3:49])([CH3:48])[CH3:47])([C:4]([CH3:5])([CH3:6])[CH3:7])([CH3:2])[CH3:3]. The yield is 0.880. (3) The reactants are [Cl:1][C:2]1[CH:7]=[CH:6][C:5]([C:8]2[C:17]3[C:12](=[CH:13][CH:14]=[C:15]([C:18]([OH:20])=O)[CH:16]=3)[CH:11]=[N:10][CH:9]=2)=[CH:4][CH:3]=1.F[B-](F)(F)F.N1(OC(N(C)C)=[N+](C)C)C2C=CC=CC=2N=N1.C(N(CC)C(C)C)(C)C.[CH3:52][N:53]1[CH:57]=[C:56]([NH2:58])[CH:55]=[N:54]1. The yield is 0.0400. The catalyst is CN(C)C=O. The product is [Cl:1][C:2]1[CH:3]=[CH:4][C:5]([C:8]2[C:17]3[C:12](=[CH:13][CH:14]=[C:15]([C:18]([NH:58][C:56]4[CH:55]=[N:54][N:53]([CH3:52])[CH:57]=4)=[O:20])[CH:16]=3)[CH:11]=[N:10][CH:9]=2)=[CH:6][CH:7]=1. (4) The reactants are OC(C(F)(F)F)=O.[C:8]([C:10]1[CH:11]=[CH:12][C:13]([N:16]2[CH2:21][CH2:20][NH:19][CH2:18][CH:17]2[C:22]([O:24][CH3:25])=[O:23])=[N:14][CH:15]=1)#[N:9].[F:26][C:27]([F:43])([F:42])[C:28]1[O:32][N:31]=[C:30]([C:33]2[CH:34]=[C:35]([CH:39]=[CH:40][CH:41]=2)[C:36](O)=[O:37])[N:29]=1. No catalyst specified. The product is [C:8]([C:10]1[CH:11]=[CH:12][C:13]([N:16]2[CH2:21][CH2:20][N:19]([C:36](=[O:37])[C:35]3[CH:39]=[CH:40][CH:41]=[C:33]([C:30]4[N:29]=[C:28]([C:27]([F:43])([F:42])[F:26])[O:32][N:31]=4)[CH:34]=3)[CH2:18][CH:17]2[C:22]([O:24][CH3:25])=[O:23])=[N:14][CH:15]=1)#[N:9]. The yield is 0.820. (5) The reactants are [Br:1][C:2]1[CH:3]=[N:4][CH:5]=[C:6]([CH:9]=1)[CH:7]=O.Cl.[CH3:11][NH:12][CH3:13].[BH-](OC(C)=O)(OC(C)=O)OC(C)=O.[Na+]. The catalyst is ClCCCl.C(Cl)Cl.C([O-])(O)=O.[Na+]. The product is [Br:1][C:2]1[CH:9]=[C:6]([CH2:7][N:12]([CH3:13])[CH3:11])[CH:5]=[N:4][CH:3]=1. The yield is 0.926.